Dataset: Reaction yield outcomes from USPTO patents with 853,638 reactions. Task: Predict the reaction yield, written as a fraction of the theoretical maximum amount of product (1.0 means a 100% yield; for example, 0.34 means a 34% yield). (1) The reactants are I[C:2]1[CH:7]=[CH:6][CH:5]=[CH:4][C:3]=1[N+:8]([O-])=O.[C:11]([O:15][C:16](=[O:31])[CH2:17][CH2:18][CH2:19][CH2:20][NH:21][C:22](=O)[CH2:23][CH2:24][CH2:25][CH2:26][CH2:27][CH2:28][CH3:29])([CH3:14])([CH3:13])[CH3:12]. No catalyst specified. The product is [C:11]([O:15][C:16](=[O:31])[CH2:17][CH2:18][CH2:19][CH2:20][N:21]1[C:2]2[CH:7]=[CH:6][CH:5]=[CH:4][C:3]=2[N:8]=[C:22]1[CH2:23][CH2:24][CH2:25][CH2:26][CH2:27][CH2:28][CH3:29])([CH3:14])([CH3:13])[CH3:12]. The yield is 0.380. (2) The reactants are [N+:1]([CH2:4][CH2:5][O:6][CH:7]1[CH2:12][CH2:11][CH2:10][CH2:9][O:8]1)([O-:3])=O.[C:13]([C:15]1[CH:20]=[C:19]([C:21]([F:24])([F:23])[F:22])[CH:18]=[C:17]([C:25]([F:28])([F:27])[F:26])[CH:16]=1)#[CH:14].N(C1C=CC=CC=1)=C=O.O. The catalyst is C(#N)C. The product is [O:8]1[CH2:9][CH2:10][CH2:11][CH2:12][CH:7]1[O:6][CH2:5][C:4]1[CH:14]=[C:13]([C:15]2[CH:16]=[C:17]([C:25]([F:26])([F:27])[F:28])[CH:18]=[C:19]([C:21]([F:22])([F:23])[F:24])[CH:20]=2)[O:3][N:1]=1. The yield is 0.410. (3) The reactants are [C:1]([O:5][C:6]([N:8]1[C@@H:12]([CH2:13][CH2:14][O:15][C:16]2[CH:21]=[CH:20][CH:19]=[CH:18][CH:17]=2)[CH2:11][O:10][C:9]1([CH3:23])[CH3:22])=[O:7])([CH3:4])([CH3:3])[CH3:2]. The catalyst is C(O)C.O=[Al]O[Al]=O.[Rh]. The product is [C:1]([O:5][C:6]([N:8]1[C@@H:12]([CH2:13][CH2:14][O:15][CH:16]2[CH2:17][CH2:18][CH2:19][CH2:20][CH2:21]2)[CH2:11][O:10][C:9]1([CH3:23])[CH3:22])=[O:7])([CH3:4])([CH3:2])[CH3:3]. The yield is 0.950. (4) The reactants are CS(Cl)(=O)=O.[OH:6][CH2:7][CH2:8][N:9]1[CH2:14][CH2:13][N:12]([CH3:15])[C:11](=[O:16])[CH2:10]1.C(N(CC)CC)C.CS(OCCN1CCN(C)C(=O)C1)(=O)=O.O[C:40]1[CH:45]=[CH:44][C:43]([C:46]2([OH:65])[CH2:51][CH2:50][N:49]([C:52]3[CH:53]=[CH:54][C:55]4[N:56]([C:58]([C:61]([F:64])([F:63])[F:62])=[N:59][N:60]=4)[N:57]=3)[CH2:48][CH2:47]2)=[C:42]([CH3:66])[CH:41]=1.C(=O)([O-])[O-].[K+].[K+]. The catalyst is C(Cl)Cl.CN(C=O)C. The product is [OH:65][C:46]1([C:43]2[CH:44]=[CH:45][C:40]([O:6][CH2:7][CH2:8][N:9]3[CH2:14][CH2:13][N:12]([CH3:15])[C:11](=[O:16])[CH2:10]3)=[CH:41][C:42]=2[CH3:66])[CH2:51][CH2:50][N:49]([C:52]2[CH:53]=[CH:54][C:55]3[N:56]([C:58]([C:61]([F:64])([F:63])[F:62])=[N:59][N:60]=3)[N:57]=2)[CH2:48][CH2:47]1. The yield is 0.200.